From a dataset of Peptide-MHC class I binding affinity with 185,985 pairs from IEDB/IMGT. Regression. Given a peptide amino acid sequence and an MHC pseudo amino acid sequence, predict their binding affinity value. This is MHC class I binding data. (1) The peptide sequence is ALCTFLLNK. The MHC is HLA-A11:01 with pseudo-sequence HLA-A11:01. The binding affinity (normalized) is 0.907. (2) The peptide sequence is YQYGDNLIL. The MHC is HLA-B07:02 with pseudo-sequence HLA-B07:02. The binding affinity (normalized) is 0.0847. (3) The peptide sequence is ALRSRWRAL. The MHC is HLA-B08:02 with pseudo-sequence HLA-B08:02. The binding affinity (normalized) is 0.0847.